From a dataset of Full USPTO retrosynthesis dataset with 1.9M reactions from patents (1976-2016). Predict the reactants needed to synthesize the given product. (1) Given the product [CH3:9][C:10]1[C:18]([O:19][C@@H:20]2[CH2:25][CH2:24][C@H:23]([NH:26][S:28]([CH3:27])(=[O:30])=[O:29])[CH2:22][CH2:21]2)=[CH:17][CH:16]=[C:15]2[C:11]=1[CH:12]=[N:13][NH:14]2, predict the reactants needed to synthesize it. The reactants are: C(N(CC)CC)C.Cl.[CH3:9][C:10]1[C:18]([O:19][C@@H:20]2[CH2:25][CH2:24][C@H:23]([NH2:26])[CH2:22][CH2:21]2)=[CH:17][CH:16]=[C:15]2[C:11]=1[CH:12]=[N:13][NH:14]2.[CH3:27][S:28](Cl)(=[O:30])=[O:29].O. (2) Given the product [Br:1][C:2]1[N:10]([CH2:48][O:47][CH2:46][CH2:45][Si:44]([CH3:51])([CH3:50])[CH3:43])[C:9]2[C:8](=[O:11])[N:7]([CH3:12])[C:6](=[O:13])[N:5]([CH3:14])[C:4]=2[N:3]=1, predict the reactants needed to synthesize it. The reactants are: [Br:1][C:2]1[NH:10][C:9]2[C:8](=[O:11])[N:7]([CH3:12])[C:6](=[O:13])[N:5]([CH3:14])[C:4]=2[N:3]=1.BrC1C=C(C=CC=1)CN1C2C(=O)N(C)C(=O)N(C)C=2N=C1S.C(=O)([O-])[O-].[K+].[K+].[CH3:43][Si:44]([CH3:51])([CH3:50])[CH2:45][CH2:46][O:47][CH2:48]Cl. (3) Given the product [Cl:1][C:2]1[CH:10]=[CH:9][C:8]2[N:7]([CH2:26][CH2:25][C:22]3[CH:21]=[N:20][C:19]([C:18]([F:28])([F:17])[F:27])=[CH:24][CH:23]=3)[C:6]3[CH2:11][CH2:12][N:13]([CH3:15])[CH2:14][C:5]=3[C:4]=2[C:3]=1[F:16], predict the reactants needed to synthesize it. The reactants are: [Cl:1][C:2]1[CH:10]=[CH:9][C:8]2[NH:7][C:6]3[CH2:11][CH2:12][N:13]([CH3:15])[CH2:14][C:5]=3[C:4]=2[C:3]=1[F:16].[F:17][C:18]([F:28])([F:27])[C:19]1[CH:24]=[CH:23][C:22]([CH:25]=[CH2:26])=[CH:21][N:20]=1.[OH-].[K+]. (4) Given the product [CH3:2][O:3][C:4](=[O:10])[C@H:5]([CH2:7][CH2:8][CH3:9])[NH:6][C:22](=[O:23])[C:21]1[CH:20]=[CH:19][C:18]([O:17][CH2:11][CH2:12][CH2:13][CH2:14][CH2:15][CH3:16])=[CH:26][CH:25]=1, predict the reactants needed to synthesize it. The reactants are: Cl.[CH3:2][O:3][C:4](=[O:10])[C@H:5]([CH2:7][CH2:8][CH3:9])[NH2:6].[CH2:11]([O:17][C:18]1[CH:26]=[CH:25][C:21]([C:22](O)=[O:23])=[CH:20][CH:19]=1)[CH2:12][CH2:13][CH2:14][CH2:15][CH3:16].ON1C2C=CC=CC=2N=N1.Cl.CN(C)CCCN=C=NCC. (5) Given the product [NH:13]1[CH2:12][CH2:11][CH:10]([NH:9][C:6]2[CH:5]=[CH:4][C:3]([C:2]([F:23])([F:1])[F:24])=[CH:8][N:7]=2)[CH2:15][CH2:14]1, predict the reactants needed to synthesize it. The reactants are: [F:1][C:2]([F:24])([F:23])[C:3]1[CH:4]=[CH:5][C:6]([NH:9][CH:10]2[CH2:15][CH2:14][N:13](C(OC(C)(C)C)=O)[CH2:12][CH2:11]2)=[N:7][CH:8]=1.FC(F)(F)C(O)=O. (6) Given the product [C:3]([CH:2]([O:17][C:14]1[CH:15]=[CH:16][C:11]([C:9]#[N:10])=[CH:12][CH:13]=1)[C:6](=[O:8])[CH3:7])(=[O:5])[CH3:4], predict the reactants needed to synthesize it. The reactants are: Cl[CH:2]([C:6](=[O:8])[CH3:7])[C:3](=[O:5])[CH3:4].[C:9]([C:11]1[CH:16]=[CH:15][C:14]([OH:17])=[CH:13][CH:12]=1)#[N:10].C(=O)([O-])[O-].[Cs+].[Cs+]. (7) Given the product [C:1]1([C:7]#[C:8][CH2:13][CH2:12][CH2:11][C:10]#[C:15][C:16]2[CH:17]=[CH:3][CH:2]=[CH:1][CH:6]=2)[CH:6]=[CH:5][CH:4]=[CH:3][CH:2]=1, predict the reactants needed to synthesize it. The reactants are: [C:1]1([C:7]#[CH:8])[CH:6]=[CH:5][CH:4]=[CH:3][CH:2]=1.[Li][CH2:10][CH2:11][CH2:12][CH3:13].Br[CH2:15][CH2:16][CH2:17]Br.[NH4+].[Cl-]. (8) Given the product [Cl:14][C:11]1[C:12]([F:13])=[C:7]([CH:5]2[CH2:6][N:3]([CH:33]([CH3:35])[CH3:32])[CH2:4]2)[C:8]([O:30][CH3:31])=[C:9]([CH:15]([N:17]2[C:21]3=[N:22][CH:23]=[N:24][C:25]([NH2:26])=[C:20]3[C:19]([CH:27]([F:29])[F:28])=[N:18]2)[CH3:16])[CH:10]=1, predict the reactants needed to synthesize it. The reactants are: Cl.Cl.[NH:3]1[CH2:6][CH:5]([C:7]2[C:8]([O:30][CH3:31])=[C:9]([CH:15]([N:17]3[C:21]4=[N:22][CH:23]=[N:24][C:25]([NH2:26])=[C:20]4[C:19]([CH:27]([F:29])[F:28])=[N:18]3)[CH3:16])[CH:10]=[C:11]([Cl:14])[C:12]=2[F:13])[CH2:4]1.[CH3:32][C:33]([CH3:35])=O.C(N(CC)CC)C.C(O[BH-](OC(=O)C)OC(=O)C)(=O)C.[Na+].